From a dataset of Catalyst prediction with 721,799 reactions and 888 catalyst types from USPTO. Predict which catalyst facilitates the given reaction. (1) Reactant: P([O-])([O-])([O-])=O.[K+].[K+].[K+].C1CCCCC1.C([O:18][C:19](=[O:32])[CH2:20][CH:21]([NH2:31])[C:22]1[CH:27]=[CH:26][C:25]2[O:28][CH2:29][O:30][C:24]=2[CH:23]=1)CC. Product: [NH2:31][CH:21]([C:22]1[CH:27]=[CH:26][C:25]2[O:28][CH2:29][O:30][C:24]=2[CH:23]=1)[CH2:20][C:19]([OH:32])=[O:18]. The catalyst class is: 21. (2) Reactant: [Si:1]([O:8][CH2:9][C:10]1[CH:11]=[C:12]([CH2:16][OH:17])[CH:13]=[CH:14][CH:15]=1)([C:4]([CH3:7])([CH3:6])[CH3:5])([CH3:3])[CH3:2].C(N(CC)CC)C.[CH3:25][S:26](Cl)(=[O:28])=[O:27]. Product: [CH3:25][S:26]([O:17][CH2:16][C:12]1[CH:13]=[CH:14][CH:15]=[C:10]([CH2:9][O:8][Si:1]([C:4]([CH3:7])([CH3:6])[CH3:5])([CH3:3])[CH3:2])[CH:11]=1)(=[O:28])=[O:27]. The catalyst class is: 4. (3) The catalyst class is: 18. Product: [CH2:12]([O:2][C:1]1[CH:3]=[C:4]([OH:5])[CH:6]=[CH:7][CH:8]=1)[CH2:13][CH2:14][CH2:15][CH2:16][CH3:17]. Reactant: [C:1]1([CH:8]=[CH:7][CH:6]=[C:4]([OH:5])[CH:3]=1)[OH:2].[H-].[Na+].Br[CH2:12][CH2:13][CH2:14][CH2:15][CH2:16][CH3:17]. (4) Reactant: [CH2:1]([O:3][C:4]([C:6]1[C:7]([C:25]2[CH:30]=[CH:29][N:28]=[C:27]([NH:31][CH:32]3[CH2:37][CH2:36][CH2:35][CH2:34][CH2:33]3)[CH:26]=2)=[N:8][C:9]([N:12]2[CH2:17][CH2:16][N:15](C(OC(C)(C)C)=O)[CH2:14][CH2:13]2)=[CH:10][CH:11]=1)=[O:5])[CH3:2].FC(F)(F)C(O)=O. Product: [CH2:1]([O:3][C:4]([C:6]1[C:7]([C:25]2[CH:30]=[CH:29][N:28]=[C:27]([NH:31][CH:32]3[CH2:37][CH2:36][CH2:35][CH2:34][CH2:33]3)[CH:26]=2)=[N:8][C:9]([N:12]2[CH2:17][CH2:16][NH:15][CH2:14][CH2:13]2)=[CH:10][CH:11]=1)=[O:5])[CH3:2]. The catalyst class is: 2. (5) Reactant: [Br-].[Br-].[C:3]1([P:9]([C:16]2[CH:21]=[CH:20][CH:19]=[CH:18][CH:17]=2)[C:10]2[CH:15]=[CH:14][CH:13]=[CH:12][CH:11]=2)[CH:8]=[CH:7][CH:6]=[CH:5][CH:4]=1.N#N.C(N(CC)CC)C. Product: [C:16]1([P:9]([C:3]2[CH:4]=[CH:5][CH:6]=[CH:7][CH:8]=2)[C:10]2[CH:15]=[CH:14][CH:13]=[CH:12][CH:11]=2)[CH:17]=[CH:18][CH:19]=[CH:20][CH:21]=1. The catalyst class is: 26. (6) Reactant: [OH-].[Na+].CO.[F:5][C:6]([F:35])([F:34])[C:7]1[CH:8]=[C:9]([CH:31]=[CH:32][CH:33]=1)[CH2:10][C:11]1[S:12][C:13]2[CH:19]=[CH:18][CH:17]=[C:16]([C:20]3[CH:21]=[C:22]([CH:28]=[CH:29][CH:30]=3)[C:23]([O:25]CC)=[O:24])[C:14]=2[CH:15]=1.Cl. Product: [F:34][C:6]([F:5])([F:35])[C:7]1[CH:8]=[C:9]([CH:31]=[CH:32][CH:33]=1)[CH2:10][C:11]1[S:12][C:13]2[CH:19]=[CH:18][CH:17]=[C:16]([C:20]3[CH:21]=[C:22]([CH:28]=[CH:29][CH:30]=3)[C:23]([OH:25])=[O:24])[C:14]=2[CH:15]=1. The catalyst class is: 90.